This data is from Reaction yield outcomes from USPTO patents with 853,638 reactions. The task is: Predict the reaction yield, written as a fraction of the theoretical maximum amount of product (1.0 means a 100% yield; for example, 0.34 means a 34% yield). (1) No catalyst specified. The yield is 0.470. The reactants are C(N1CCN(C2SC(C(O)=O)=C(C)N=2)C1=O)C1C=CC=CC=1.[F:23][C:24]1[CH:45]=[CH:44][C:27]([CH2:28][N:29]2[CH2:33][CH2:32][N:31]([C:34]3[S:35][C:36]([C:40](O)=[O:41])=[C:37]([CH3:39])[N:38]=3)[C:30]2=[O:43])=[CH:26][CH:25]=1.[F:46][CH:47]([F:55])[C:48]1[O:52][C:51]([CH2:53][NH2:54])=[CH:50][CH:49]=1. The product is [F:46][CH:47]([F:55])[C:48]1[O:52][C:51]([CH2:53][NH:54][C:40]([C:36]2[S:35][C:34]([N:31]3[CH2:32][CH2:33][N:29]([CH2:28][C:27]4[CH:26]=[CH:25][C:24]([F:23])=[CH:45][CH:44]=4)[C:30]3=[O:43])=[N:38][C:37]=2[CH3:39])=[O:41])=[CH:50][CH:49]=1. (2) The yield is 0.240. The reactants are [Cl:1][C:2]1[C:7]([O:8][CH3:9])=[C:6]([N+]([O-])=O)[CH:5]=[CH:4][N:3]=1.[CH:13]([O:16][C:17]([N:19]1[CH2:24][CH2:23][CH:22]([OH:25])[CH2:21][CH2:20]1)=[O:18])([CH3:15])[CH3:14].[H-].[Na+]. The product is [CH:13]([O:16][C:17]([N:19]1[CH2:20][CH2:21][CH:22]([O:25][C:6]2[CH:5]=[CH:4][N:3]=[C:2]([Cl:1])[C:7]=2[O:8][CH3:9])[CH2:23][CH2:24]1)=[O:18])([CH3:15])[CH3:14]. The catalyst is O1CCOCC1. (3) The reactants are [N:1]([CH2:4][CH2:5][O:6][CH2:7][CH2:8][S:9]([CH2:12][CH2:13][OH:14])(=[O:11])=[O:10])=[N+:2]=[N-:3].N1C=CC=CC=1.Cl[C:22]([O:24][C:25]1[CH:30]=[CH:29][C:28]([N+:31]([O-:33])=[O:32])=[CH:27][CH:26]=1)=[O:23]. The catalyst is C(Cl)Cl. The product is [C:22](=[O:23])([O:24][C:25]1[CH:26]=[CH:27][C:28]([N+:31]([O-:33])=[O:32])=[CH:29][CH:30]=1)[O:14][CH2:13][CH2:12][S:9]([CH2:8][CH2:7][O:6][CH2:5][CH2:4][N:1]=[N+:2]=[N-:3])(=[O:11])=[O:10]. The yield is 0.910.